Dataset: Full USPTO retrosynthesis dataset with 1.9M reactions from patents (1976-2016). Task: Predict the reactants needed to synthesize the given product. Given the product [ClH:44].[NH2:23][CH2:22][CH2:21][NH:20][C:15]1[C:14]([C:31]2[CH:35]=[CH:34][O:33][CH:32]=2)=[CH:13][CH:12]=[C:11]([CH2:10][S:7]([C:1]2[CH:6]=[CH:5][CH:4]=[CH:3][CH:2]=2)(=[O:9])=[O:8])[C:16]=1[C:17]([OH:19])=[O:18], predict the reactants needed to synthesize it. The reactants are: [C:1]1([S:7]([CH2:10][C:11]2[C:16]([C:17]([OH:19])=[O:18])=[C:15]([NH:20][CH2:21][CH2:22][NH:23]C(OC(C)(C)C)=O)[C:14]([C:31]3[CH:35]=[CH:34][O:33][CH:32]=3)=[CH:13][CH:12]=2)(=[O:9])=[O:8])[CH:6]=[CH:5][CH:4]=[CH:3][CH:2]=1.FC(F)(F)C(O)=O.C(Cl)[Cl:44].